Dataset: Forward reaction prediction with 1.9M reactions from USPTO patents (1976-2016). Task: Predict the product of the given reaction. (1) Given the reactants [CH2:1]([O:8][C:9]1[CH:32]=[CH:31][C:12]([CH2:13][CH2:14][NH:15][C:16]([C:18]2[C:19]([NH:25][CH2:26][C:27]([CH3:30])([CH3:29])[CH3:28])=[N:20][C:21](Cl)=[N:22][CH:23]=2)=[O:17])=[CH:11][CH:10]=1)[C:2]1[CH:7]=[CH:6][CH:5]=[CH:4][CH:3]=1.C(OC1C=CC(C[CH2:46][NH:47]C(C2C(NC3CCCCC3)=NC(C#N)=NC=2)=O)=CC=1)C1C=CC=CC=1, predict the reaction product. The product is: [CH2:1]([O:8][C:9]1[CH:32]=[CH:31][C:12]([CH2:13][CH2:14][NH:15][C:16]([C:18]2[C:19]([NH:25][CH2:26][C:27]([CH3:30])([CH3:29])[CH3:28])=[N:20][C:21]([C:46]#[N:47])=[N:22][CH:23]=2)=[O:17])=[CH:11][CH:10]=1)[C:2]1[CH:7]=[CH:6][CH:5]=[CH:4][CH:3]=1. (2) Given the reactants O[CH2:2][CH:3]1[N:8]([C:9](=[O:21])[NH:10][C:11]2[CH:16]=[CH:15][CH:14]=[C:13]([C:17]([F:20])([F:19])[F:18])[CH:12]=2)[CH2:7][CH2:6][N:5]([C:22]([O:24][C:25]([CH3:28])([CH3:27])[CH3:26])=[O:23])[CH2:4]1.C1(P(C2C=CC=CC=2)C2C=CC=CC=2)C=CC=CC=1.N(C(OCC)=O)=NC(OCC)=O.C1(C)C=CC=CC=1.O, predict the reaction product. The product is: [O:21]=[C:9]1[N:8]2[CH2:7][CH2:6][N:5]([C:22]([O:24][C:25]([CH3:27])([CH3:26])[CH3:28])=[O:23])[CH2:4][CH:3]2[CH2:2][N:10]1[C:11]1[CH:16]=[CH:15][CH:14]=[C:13]([C:17]([F:19])([F:18])[F:20])[CH:12]=1. (3) Given the reactants [CH2:1]1[C@H:6](N)[C@@H:5]([O:8][C@H]2O[C@H](CN)[C@@H](O)[C@H](O)[C@H]2O)[C@H:4](O)[C@@H:3](O[C@H]2O[C@H](CO)[C@@H](O)[C@H](N)[C@H]2O)[C@@H:2]1N.CC1(C)S[C@@H]2[C@H](NC([C@H](N)C3C=CC=CC=3)=O)C(=O)N2[C@H]1[C:54]([OH:56])=[O:55].CC(S[C@@H:62]1[O:67][C@H:66]([CH2:68]O)[C@H:65](O)[C@H:64](O)[C@H:63]1O)C, predict the reaction product. The product is: [C:54]([O-:56])(=[O:55])[C:6]1[C:5](=[CH:4][CH:3]=[CH:2][CH:1]=1)[OH:8].[C:62]1([OH:67])[CH:63]=[CH:64][CH:65]=[CH:66][CH:68]=1.